From a dataset of Reaction yield outcomes from USPTO patents with 853,638 reactions. Predict the reaction yield, written as a fraction of the theoretical maximum amount of product (1.0 means a 100% yield; for example, 0.34 means a 34% yield). (1) The reactants are [CH3:1][C@H:2]1[CH2:8][N:7]([C:9]2[CH:14]=[CH:13][CH:12]=[CH:11][CH:10]=2)[CH2:6][C:5]2[CH:15]=[CH:16][C:17]([C:19]([O:21]C)=O)=[CH:18][C:4]=2[O:3]1.[OH-:23].[Na+].[NH2:25]O. The catalyst is C1COCC1.CO. The product is [OH:23][NH:25][C:19]([C:17]1[CH:16]=[CH:15][C:5]2[CH2:6][N:7]([C:9]3[CH:14]=[CH:13][CH:12]=[CH:11][CH:10]=3)[CH2:8][C@H:2]([CH3:1])[O:3][C:4]=2[CH:18]=1)=[O:21]. The yield is 0.250. (2) The reactants are [N:1]1[CH:6]=[CH:5][CH:4]=[N:3][C:2]=1[C:7]1([OH:17])[CH2:16][CH2:15][C:10]2(OCC[O:11]2)[CH2:9][CH2:8]1.Cl. The catalyst is C1COCC1. The product is [OH:17][C:7]1([C:2]2[N:1]=[CH:6][CH:5]=[CH:4][N:3]=2)[CH2:16][CH2:15][C:10](=[O:11])[CH2:9][CH2:8]1. The yield is 0.490. (3) The reactants are [NH2:1][C:2]1[CH:28]=[C:27]([N:29]2[CH2:34][CH2:33][N:32]([CH3:35])[CH2:31][CH2:30]2)[CH:26]=[CH:25][C:3]=1[C:4]([NH:6][C:7]1[C:15]2[C:10](=[CH:11][CH:12]=[C:13]([CH2:16][C:17]3[CH:22]=[C:21]([F:23])[CH:20]=[C:19]([F:24])[CH:18]=3)[CH:14]=2)[NH:9][N:8]=1)=[O:5].[O:36]1[CH2:41][CH2:40][C:39](=O)[CH2:38][CH2:37]1.FC(F)(F)C(O)=O.C(O[BH-](OC(=O)C)OC(=O)C)(=O)C.C[N+](C)(C)C. The yield is 0.720. The catalyst is ClCCl. The product is [F:24][C:19]1[CH:18]=[C:17]([CH:22]=[C:21]([F:23])[CH:20]=1)[CH2:16][C:13]1[CH:14]=[C:15]2[C:10](=[CH:11][CH:12]=1)[NH:9][N:8]=[C:7]2[NH:6][C:4](=[O:5])[C:3]1[CH:25]=[CH:26][C:27]([N:29]2[CH2:30][CH2:31][N:32]([CH3:35])[CH2:33][CH2:34]2)=[CH:28][C:2]=1[NH:1][CH:39]1[CH2:40][CH2:41][O:36][CH2:37][CH2:38]1. (4) The reactants are Br[C:2]1[CH:3]=[C:4]([CH:8]([N:10]2[C:18]3[C:13](=[CH:14][CH:15]=[CH:16][CH:17]=3)[C:12]([C:19]([NH:21][CH2:22][C:23]3[C:24](=[O:31])[NH:25][C:26]([CH3:30])=[CH:27][C:28]=3[CH3:29])=[O:20])=[C:11]2[CH3:32])[CH3:9])[CH:5]=[CH:6][CH:7]=1.[CH3:33][N:34](C=O)C. The catalyst is [C-]#N.[C-]#N.[Zn+2].C1C=CC([P]([Pd]([P](C2C=CC=CC=2)(C2C=CC=CC=2)C2C=CC=CC=2)([P](C2C=CC=CC=2)(C2C=CC=CC=2)C2C=CC=CC=2)[P](C2C=CC=CC=2)(C2C=CC=CC=2)C2C=CC=CC=2)(C2C=CC=CC=2)C2C=CC=CC=2)=CC=1. The product is [C:33]([C:2]1[CH:3]=[C:4]([CH:8]([N:10]2[C:18]3[C:13](=[CH:14][CH:15]=[CH:16][CH:17]=3)[C:12]([C:19]([NH:21][CH2:22][C:23]3[C:24](=[O:31])[NH:25][C:26]([CH3:30])=[CH:27][C:28]=3[CH3:29])=[O:20])=[C:11]2[CH3:32])[CH3:9])[CH:5]=[CH:6][CH:7]=1)#[N:34]. The yield is 0.400.